From a dataset of Peptide-MHC class II binding affinity with 134,281 pairs from IEDB. Regression. Given a peptide amino acid sequence and an MHC pseudo amino acid sequence, predict their binding affinity value. This is MHC class II binding data. (1) The binding affinity (normalized) is 0.697. The MHC is DRB1_0901 with pseudo-sequence DRB1_0901. The peptide sequence is LRYRYGLFKQRIAKE. (2) The binding affinity (normalized) is 0.389. The peptide sequence is NCVLKKSTNGLRIKS. The MHC is DRB1_0802 with pseudo-sequence DRB1_0802. (3) The peptide sequence is AASIILKFFLMVLLI. The MHC is DRB1_1501 with pseudo-sequence DRB1_1501. The binding affinity (normalized) is 0.248. (4) The peptide sequence is PRRWLRFCNPELSEI. The MHC is DRB1_1602 with pseudo-sequence DRB1_1602. The binding affinity (normalized) is 0.895. (5) The peptide sequence is NQAFRNIVNMLHGVR. The MHC is HLA-DQA10501-DQB10301 with pseudo-sequence HLA-DQA10501-DQB10301. The binding affinity (normalized) is 0.0292.